This data is from Full USPTO retrosynthesis dataset with 1.9M reactions from patents (1976-2016). The task is: Predict the reactants needed to synthesize the given product. Given the product [F:1][C:2]1[CH:3]=[CH:4][C:5]([C:6]([N:8]2[CH2:9][CH2:10][C:11]([C:14](=[O:22])[C:15]3[CH:16]=[CH:17][C:18]([F:21])=[CH:19][CH:20]=3)([CH3:25])[CH2:12][CH2:13]2)=[O:7])=[CH:23][CH:24]=1, predict the reactants needed to synthesize it. The reactants are: [F:1][C:2]1[CH:24]=[CH:23][C:5]([C:6]([N:8]2[CH2:13][CH2:12][CH:11]([C:14](=[O:22])[C:15]3[CH:20]=[CH:19][C:18]([F:21])=[CH:17][CH:16]=3)[CH2:10][CH2:9]2)=[O:7])=[CH:4][CH:3]=1.[CH2:25]1COCC1.CI.